From a dataset of Forward reaction prediction with 1.9M reactions from USPTO patents (1976-2016). Predict the product of the given reaction. (1) Given the reactants [Cl:1][C:2]1[CH:3]=[C:4]2[C:12](=[CH:13][CH:14]=1)[NH:11][C:10]1[C:9](=O)[CH2:8][CH2:7][CH2:6][C:5]2=1.[NH2:16][C:17]1[CH:22]=[CH:21][CH:20]=[CH:19][CH:18]=1, predict the reaction product. The product is: [Cl:1][C:2]1[CH:3]=[C:4]2[C:12](=[CH:13][CH:14]=1)[NH:11][C:10]1[CH:9]([NH:16][C:17]3[CH:22]=[CH:21][CH:20]=[CH:19][CH:18]=3)[CH2:8][CH2:7][CH2:6][C:5]2=1. (2) The product is: [CH3:31][S:32]([C:35]1[CH:40]=[CH:39][C:38]([S:41]([NH:1][C:2]2[CH:7]=[CH:6][C:5]([N:8]3[CH2:13][CH2:12][NH:11][CH2:10][CH2:9]3)=[CH:4][C:3]=2[NH:21][S:22]([C:25]2[CH:30]=[CH:29][CH:28]=[CH:27][CH:26]=2)(=[O:24])=[O:23])(=[O:43])=[O:42])=[CH:37][CH:36]=1)(=[O:34])=[O:33]. Given the reactants [NH2:1][C:2]1[CH:7]=[CH:6][C:5]([N:8]2[CH2:13][CH2:12][N:11](C(OC(C)(C)C)=O)[CH2:10][CH2:9]2)=[CH:4][C:3]=1[NH:21][S:22]([C:25]1[CH:30]=[CH:29][CH:28]=[CH:27][CH:26]=1)(=[O:24])=[O:23].[CH3:31][S:32]([C:35]1[CH:40]=[CH:39][C:38]([S:41](Cl)(=[O:43])=[O:42])=[CH:37][CH:36]=1)(=[O:34])=[O:33], predict the reaction product. (3) The product is: [Cl:29][C:30]1[CH:35]=[CH:34][C:33]([CH:45]2[CH2:47][CH2:46]2)=[C:32]([C:2]2[C:7]([C:8]#[N:9])=[CH:6][N:5]([CH:10]([CH3:27])[C:11]([NH:13][C:14]3[CH:26]=[CH:25][C:17]([C:18]([O:20][C:21]([CH3:24])([CH3:23])[CH3:22])=[O:19])=[CH:16][CH:15]=3)=[O:12])[C:4](=[O:28])[CH:3]=2)[CH:31]=1. Given the reactants Br[C:2]1[C:7]([C:8]#[N:9])=[CH:6][N:5]([CH:10]([CH3:27])[C:11]([NH:13][C:14]2[CH:26]=[CH:25][C:17]([C:18]([O:20][C:21]([CH3:24])([CH3:23])[CH3:22])=[O:19])=[CH:16][CH:15]=2)=[O:12])[C:4](=[O:28])[CH:3]=1.[Cl:29][C:30]1[CH:31]=[CH:32][C:33]([CH:45]2[CH2:47][CH2:46]2)=[C:34](B2OC(C)(C)C(C)(C)O2)[CH:35]=1, predict the reaction product.